From a dataset of Peptide-MHC class I binding affinity with 185,985 pairs from IEDB/IMGT. Regression. Given a peptide amino acid sequence and an MHC pseudo amino acid sequence, predict their binding affinity value. This is MHC class I binding data. (1) The peptide sequence is WCRVGRGTI. The MHC is HLA-A26:01 with pseudo-sequence HLA-A26:01. The binding affinity (normalized) is 0.0847. (2) The peptide sequence is RSLFNTVATLY. The MHC is HLA-B40:02 with pseudo-sequence HLA-B40:02. The binding affinity (normalized) is 0.